From a dataset of Reaction yield outcomes from USPTO patents with 853,638 reactions. Predict the reaction yield, written as a fraction of the theoretical maximum amount of product (1.0 means a 100% yield; for example, 0.34 means a 34% yield). The reactants are [C:1]([O:5][C:6](O[C:9]([O:11][C:12]([CH3:15])([CH3:14])[CH3:13])=[O:10])=[O:7])([CH3:4])([CH3:3])[CH3:2].[CH2:16]([O:23][CH:24]1[CH2:27][CH:26]([C:28]2[NH:32][C:31]3[CH:33]=[CH:34][CH:35]=[CH:36][C:30]=3[N:29]=2)[CH2:25]1)[C:17]1[CH:22]=[CH:21][CH:20]=[CH:19][CH:18]=1.C(N(CC)CC)C.O. The catalyst is CN(C1C=CN=CC=1)C.ClCCl. The product is [CH2:16]([O:23][C@@H:24]1[CH2:25][C@H:26]([C:28]2[N:29]([C:9]([O:11][C:12]([CH3:13])([CH3:14])[CH3:15])=[O:10])[C:30]3[CH:36]=[CH:35][CH:34]=[CH:33][C:31]=3[N:32]=2)[CH2:27]1)[C:17]1[CH:18]=[CH:19][CH:20]=[CH:21][CH:22]=1.[CH2:16]([O:23][C@H:24]1[CH2:25][C@H:26]([C:28]2[N:29]([C:6]([O:5][C:1]([CH3:4])([CH3:3])[CH3:2])=[O:7])[C:30]3[CH:36]=[CH:35][CH:34]=[CH:33][C:31]=3[N:32]=2)[CH2:27]1)[C:17]1[CH:18]=[CH:19][CH:20]=[CH:21][CH:22]=1. The yield is 0.330.